Dataset: Reaction yield outcomes from USPTO patents with 853,638 reactions. Task: Predict the reaction yield, written as a fraction of the theoretical maximum amount of product (1.0 means a 100% yield; for example, 0.34 means a 34% yield). The reactants are [CH3:1][O:2][C:3]1[C:4](=[O:26])[C:5]([CH3:25])=[C:6]([CH2:12][C:13]2[CH:14]=[C:15]([CH2:19][CH2:20][CH2:21][C:22]([OH:24])=O)[CH:16]=[CH:17][CH:18]=2)[C:7](=[O:11])[C:8]=1[O:9][CH3:10].[NH:27]1[CH2:32][CH2:31][CH2:30][CH2:29][CH2:28]1. No catalyst specified. The product is [CH3:1][O:2][C:3]1[C:4](=[O:26])[C:5]([CH3:25])=[C:6]([CH2:12][C:13]2[CH:14]=[C:15]([CH2:19][CH2:20][CH2:21][C:22]([N:27]3[CH2:32][CH2:31][CH2:30][CH2:29][CH2:28]3)=[O:24])[CH:16]=[CH:17][CH:18]=2)[C:7](=[O:11])[C:8]=1[O:9][CH3:10]. The yield is 0.190.